Dataset: Full USPTO retrosynthesis dataset with 1.9M reactions from patents (1976-2016). Task: Predict the reactants needed to synthesize the given product. (1) Given the product [C:44]([NH:1][C:2]1[CH:7]=[CH:6][N:5]=[C:4]([S:8][C:9]2[C:10]([O:35][CH3:36])=[N:11][C:12]([N:17]3[CH2:18][CH2:19][N:20]([CH2:23][CH2:24][CH2:25][CH2:26][NH:27][C:28](=[O:34])[O:29][C:30]([CH3:32])([CH3:31])[CH3:33])[CH2:21][CH2:22]3)=[N:13][C:14]=2[O:15][CH3:16])[N:3]=1)(=[O:47])[CH:45]=[CH2:46], predict the reactants needed to synthesize it. The reactants are: [NH2:1][C:2]1[CH:7]=[CH:6][N:5]=[C:4]([S:8][C:9]2[C:10]([O:35][CH3:36])=[N:11][C:12]([N:17]3[CH2:22][CH2:21][N:20]([CH2:23][CH2:24][CH2:25][CH2:26][NH:27][C:28](=[O:34])[O:29][C:30]([CH3:33])([CH3:32])[CH3:31])[CH2:19][CH2:18]3)=[N:13][C:14]=2[O:15][CH3:16])[N:3]=1.CCN(CC)CC.[C:44](Cl)(=[O:47])[CH:45]=[CH2:46]. (2) Given the product [I:1][C:2]1[CH:7]=[CH:6][C:5]([O:8][CH:10]2[CH2:11][CH2:12][CH2:13][CH2:14][O:9]2)=[CH:4][CH:3]=1, predict the reactants needed to synthesize it. The reactants are: [I:1][C:2]1[CH:7]=[CH:6][C:5]([OH:8])=[CH:4][CH:3]=1.[O:9]1[CH:14]=[CH:13][CH2:12][CH2:11][CH2:10]1.C1(C)C(S(O)(=O)=O)=CC=CC=1. (3) Given the product [OH:14][CH2:13][CH2:12][CH2:11][N:10]1[C:9]2[CH:8]=[CH:7][C:4]([C:5]#[N:6])=[CH:3][C:2]=2[N:1]=[N:15]1, predict the reactants needed to synthesize it. The reactants are: [NH2:1][C:2]1[CH:3]=[C:4]([CH:7]=[CH:8][C:9]=1[NH:10][CH2:11][CH2:12][CH2:13][OH:14])[C:5]#[N:6].[N:15]([O-])=O.[Na+]. (4) Given the product [CH:22]1([O:21][C:18]2[CH:19]=[CH:20][C:15]([O:1][C:2]3[CH:3]=[CH:4][C:5]([CH2:8][CH2:9][NH:10][C:11](=[O:13])[CH3:12])=[CH:6][CH:7]=3)=[N:16][CH:17]=2)[CH2:23][CH2:24][CH2:25][CH2:26]1, predict the reactants needed to synthesize it. The reactants are: [OH:1][C:2]1[CH:7]=[CH:6][C:5]([CH2:8][CH2:9][NH:10][C:11](=[O:13])[CH3:12])=[CH:4][CH:3]=1.Cl[C:15]1[CH:20]=[CH:19][C:18]([O:21][CH:22]2[CH2:26][CH2:25][CH2:24][CH2:23]2)=[CH:17][N:16]=1.C(=O)([O-])[O-].[Cs+].[Cs+]. (5) The reactants are: [NH2:1][C:2]1[CH:11]=[CH:10][C:9]([Cl:12])=[CH:8][C:3]=1[C:4]([O:6][CH3:7])=[O:5].CC(N(C)C)=O.[F:19][C:20]([F:35])([F:34])[C:21]1[CH:22]=[C:23]([CH:27]=[C:28]([C:30]([F:33])([F:32])[F:31])[CH:29]=1)[C:24](Cl)=[O:25]. Given the product [F:19][C:20]([F:34])([F:35])[C:21]1[CH:22]=[C:23]([C:24]([NH:1][C:2]2[CH:11]=[CH:10][C:9]([Cl:12])=[CH:8][C:3]=2[C:4]([O:6][CH3:7])=[O:5])=[O:25])[CH:27]=[C:28]([C:30]([F:31])([F:32])[F:33])[CH:29]=1, predict the reactants needed to synthesize it. (6) Given the product [C:29]([O:28][C:26]([NH:25][C@@H:23]([C:19]1[CH:18]=[CH:17][C:16]2[C:21](=[CH:22][C:13](/[CH:12]=[CH:11]/[C:5]3([C:3]([OH:4])=[O:2])[CH2:10][O:9][CH2:8][CH2:7][O:6]3)=[CH:14][CH:15]=2)[N:20]=1)[CH3:24])=[O:27])([CH3:30])([CH3:31])[CH3:32], predict the reactants needed to synthesize it. The reactants are: C[O:2][C:3]([C:5]1(/[CH:11]=[CH:12]/[C:13]2[CH:22]=[C:21]3[C:16]([CH:17]=[CH:18][C:19]([C@H:23]([NH:25][C:26]([O:28][C:29]([CH3:32])([CH3:31])[CH3:30])=[O:27])[CH3:24])=[N:20]3)=[CH:15][CH:14]=2)[CH2:10][O:9][CH2:8][CH2:7][O:6]1)=[O:4].O.[OH-].[Li+]. (7) Given the product [CH:25]([C:9]1[C:10]2[C:15](=[CH:14][C:13]([C:16]([O:18][CH3:19])=[O:17])=[CH:12][CH:11]=2)[N:7]([CH3:6])[N:8]=1)=[O:26], predict the reactants needed to synthesize it. The reactants are: P(Cl)(Cl)(Cl)=O.[CH3:6][N:7]1[C:15]2[C:10](=[CH:11][CH:12]=[C:13]([C:16]([O:18][CH3:19])=[O:17])[CH:14]=2)[CH:9]=[N:8]1.[OH-].[Na+].CN([CH:25]=[O:26])C.